Task: Predict the reactants needed to synthesize the given product.. Dataset: Full USPTO retrosynthesis dataset with 1.9M reactions from patents (1976-2016) (1) Given the product [C:1]1([N:7]2[C:16]3[C:11](=[CH:12][CH:13]=[CH:14][CH:15]=3)[CH2:10][CH:9]([CH2:19][CH2:20][CH3:21])[C:8]2=[O:17])[CH:2]=[CH:3][CH:4]=[CH:5][CH:6]=1, predict the reactants needed to synthesize it. The reactants are: [C:1]1([N:7]2[C:16]3[C:11](=[CH:12][CH:13]=[CH:14][CH:15]=3)[CH2:10][CH2:9][C:8]2=[O:17])[CH:6]=[CH:5][CH:4]=[CH:3][CH:2]=1.I[CH2:19][CH2:20][CH3:21]. (2) Given the product [CH3:10][O:11][CH2:12][CH2:13][O:14][CH2:15][O:1][C:2]1[CH:3]=[C:4]([CH:7]=[CH:8][CH:9]=1)[CH:5]=[O:6], predict the reactants needed to synthesize it. The reactants are: [OH:1][C:2]1[CH:3]=[C:4]([CH:7]=[CH:8][CH:9]=1)[CH:5]=[O:6].[CH3:10][O:11][CH2:12][CH2:13][O:14][CH2:15]Cl.